From a dataset of Reaction yield outcomes from USPTO patents with 853,638 reactions. Predict the reaction yield, written as a fraction of the theoretical maximum amount of product (1.0 means a 100% yield; for example, 0.34 means a 34% yield). (1) The reactants are [OH:1][C:2]1[CH:7]=[CH:6][C:5]([S:8][C:9]2[C:10]([N+:25]([O-])=O)=[CH:11][C:12]([CH3:24])=[C:13]([NH:15][C:16](=[O:23])[C:17]3[CH:22]=[CH:21][CH:20]=[CH:19][CH:18]=3)[CH:14]=2)=[CH:4][CH:3]=1.OC1C=CC(SC2C([N+]([O-])=O)=CC(C)=C(NC(=O)CC3C=CC=CC=3)C=2)=CC=1. No catalyst specified. The product is [NH2:25][C:10]1[C:9]([S:8][C:5]2[CH:6]=[CH:7][C:2]([OH:1])=[CH:3][CH:4]=2)=[CH:14][C:13]([NH:15][C:16](=[O:23])[C:17]2[CH:22]=[CH:21][CH:20]=[CH:19][CH:18]=2)=[C:12]([CH3:24])[CH:11]=1. The yield is 1.00. (2) The reactants are Cl.[NH2:2][O:3][CH2:4][C:5]([NH2:7])=[O:6].[C:8]1([C:14]([C:16]2[NH:24][C:19]3=[CH:20][N:21]=[CH:22][CH:23]=[C:18]3[CH:17]=2)=O)[CH:13]=[CH:12][CH:11]=[CH:10][CH:9]=1. The catalyst is CCO. The product is [C:8]1([C:14](=[N:2][O:3][CH2:4][C:5]([NH2:7])=[O:6])[C:16]2[NH:24][C:19]3=[CH:20][N:21]=[CH:22][CH:23]=[C:18]3[CH:17]=2)[CH:9]=[CH:10][CH:11]=[CH:12][CH:13]=1. The yield is 0.370. (3) The reactants are [Br:1][C:2]1[CH:3]=[C:4]2[C:8](=[CH:9][CH:10]=1)[NH:7][C:6](=[O:11])[C:5]2=[O:12].[H-].[Na+].Br.Br[CH2:17][C:18]1[CH:23]=[CH:22][CH:21]=[CH:20][N:19]=1. The catalyst is CN(C)C=O. The product is [Br:1][C:2]1[CH:3]=[C:4]2[C:8](=[CH:9][CH:10]=1)[N:7]([CH2:17][C:18]1[CH:23]=[CH:22][CH:21]=[CH:20][N:19]=1)[C:6](=[O:11])[C:5]2=[O:12]. The yield is 0.350. (4) The reactants are [OH:1][N:2]=[C:3]([C:5]1[C:9]([NH:10][CH2:11][CH2:12][CH2:13][NH:14][S:15]([CH3:18])(=[O:17])=[O:16])=[N:8][O:7][N:6]=1)[NH2:4].[Cl:19][C:20]1[CH:21]=[C:22]([CH:24]=[CH:25][C:26]=1[F:27])N. No catalyst specified. The product is [Cl:19][C:20]1[CH:21]=[C:22]([NH:4][C:3]([C:5]2[C:9]([NH:10][CH2:11][CH2:12][CH2:13][NH:14][S:15]([CH3:18])(=[O:17])=[O:16])=[N:8][O:7][N:6]=2)=[N:2][OH:1])[CH:24]=[CH:25][C:26]=1[F:27]. The yield is 0.100.